This data is from Full USPTO retrosynthesis dataset with 1.9M reactions from patents (1976-2016). The task is: Predict the reactants needed to synthesize the given product. (1) Given the product [CH3:38][O:37][C:31]1[CH:32]=[CH:33][C:34]([CH3:36])=[CH:35][C:30]=1[NH:29][C:27](=[O:28])[NH:26][C:23]1[CH:22]=[CH:21][C:20]([N:17]2[CH2:18][CH2:19][N:14]([C:12]([NH:11][C:5]3[C:6]([CH3:10])=[CH:7][CH:8]=[CH:9][C:4]=3[C:3]([OH:39])=[O:2])=[O:13])[CH2:15][CH2:16]2)=[CH:25][CH:24]=1, predict the reactants needed to synthesize it. The reactants are: C[O:2][C:3](=[O:39])[C:4]1[CH:9]=[CH:8][CH:7]=[C:6]([CH3:10])[C:5]=1[NH:11][C:12]([N:14]1[CH2:19][CH2:18][N:17]([C:20]2[CH:25]=[CH:24][C:23]([NH:26][C:27]([NH:29][C:30]3[CH:35]=[C:34]([CH3:36])[CH:33]=[CH:32][C:31]=3[O:37][CH3:38])=[O:28])=[CH:22][CH:21]=2)[CH2:16][CH2:15]1)=[O:13].O1CCCC1.CO.Cl. (2) Given the product [Cl:36][C:34]1[C:33](=[O:37])[N:32]([CH3:38])[CH:31]=[C:30]([N:27]2[C:28](=[O:29])[C:9]3[C:8]([C:6]([OH:7])=[O:5])=[C:12]([C:13]4[C:14]([O:21][CH3:22])=[N:15][C:16]([O:19][CH3:20])=[N:17][CH:18]=4)[N:11]([CH:23]([CH3:25])[CH3:24])[C:10]=3[CH:26]2[C:39]2[CH:40]=[CH:41][C:42]([Cl:45])=[CH:43][CH:44]=2)[CH:35]=1, predict the reactants needed to synthesize it. The reactants are: [OH-].[Na+].C([O:5][C:6]([C:8]1[C:9]2[C:28](=[O:29])[N:27]([C:30]3[CH:35]=[C:34]([Cl:36])[C:33](=[O:37])[N:32]([CH3:38])[CH:31]=3)[CH:26]([C:39]3[CH:44]=[CH:43][C:42]([Cl:45])=[CH:41][CH:40]=3)[C:10]=2[N:11]([CH:23]([CH3:25])[CH3:24])[C:12]=1[C:13]1[C:14]([O:21][CH3:22])=[N:15][C:16]([O:19][CH3:20])=[N:17][CH:18]=1)=[O:7])C. (3) Given the product [CH2:19]([O:11][C:8]1[CH:9]=[CH:10][C:5]([C:3](=[O:4])[CH2:2][Cl:1])=[CH:6][C:7]=1[F:12])[C:20]1[CH:25]=[CH:24][CH:23]=[CH:22][CH:21]=1, predict the reactants needed to synthesize it. The reactants are: [Cl:1][CH2:2][C:3]([C:5]1[CH:10]=[CH:9][C:8]([OH:11])=[C:7]([F:12])[CH:6]=1)=[O:4].C(=O)([O-])[O-].[K+].[K+].[CH2:19](Br)[C:20]1[CH:25]=[CH:24][CH:23]=[CH:22][CH:21]=1. (4) Given the product [F:13][C:10]1[CH:11]=[C:12]2[C:7]([C:6]([CH3:24])=[CH:5][N:4]=[C:3]2[OH:2])=[CH:8][C:9]=1[C:14]#[N:15], predict the reactants needed to synthesize it. The reactants are: C(=O)([O-])[O:2][C:3]1[C:12]2[C:7](=[CH:8][C:9]([C:14]#[N:15])=[C:10]([F:13])[CH:11]=2)[C:6](I)=[C:5](C(C)(C)C)[N:4]=1.[Zn](C)[CH3:24].